From a dataset of Full USPTO retrosynthesis dataset with 1.9M reactions from patents (1976-2016). Predict the reactants needed to synthesize the given product. (1) Given the product [CH3:18][N:19]([CH3:23])[C:20]([NH:22][C:2]1[CH:7]=[C:6]([O:8][C:9]2[CH:10]=[N:11][C:12]([N+:15]([O-:17])=[O:16])=[CH:13][CH:14]=2)[CH:5]=[CH:4][N:3]=1)=[O:21], predict the reactants needed to synthesize it. The reactants are: Cl[C:2]1[CH:7]=[C:6]([O:8][C:9]2[CH:10]=[N:11][C:12]([N+:15]([O-:17])=[O:16])=[CH:13][CH:14]=2)[CH:5]=[CH:4][N:3]=1.[CH3:18][N:19]([CH3:23])[C:20]([NH2:22])=[O:21].C([O-])([O-])=O.[Cs+].[Cs+]. (2) The reactants are: O=[C:2]1[C:6]2[NH:7][C:8]([C:10]([O:12][CH3:13])=[O:11])=[CH:9][C:5]=2[CH2:4][CH2:3]1.[C:14]1([CH2:24][CH2:25][Mg]Cl)[C:23]2[C:18](=[CH:19][CH:20]=[CH:21][CH:22]=2)[CH:17]=[CH:16][CH:15]=1. Given the product [C:14]1([CH2:24][CH2:25][CH:2]2[C:6]3[NH:7][C:8]([C:10]([O:12][CH3:13])=[O:11])=[CH:9][C:5]=3[CH2:4][CH2:3]2)[C:23]2[C:18](=[CH:19][CH:20]=[CH:21][CH:22]=2)[CH:17]=[CH:16][CH:15]=1, predict the reactants needed to synthesize it.